From a dataset of Full USPTO retrosynthesis dataset with 1.9M reactions from patents (1976-2016). Predict the reactants needed to synthesize the given product. Given the product [CH3:1][O:2][C:3]1[CH:8]=[C:7]([O:9][CH3:10])[CH:6]=[CH:5][C:4]=1[N:16]1[C:15]([CH3:14])=[CH:19][C:18]([CH3:20])=[N:17]1, predict the reactants needed to synthesize it. The reactants are: [CH3:1][O:2][C:3]1[CH:8]=[C:7]([O:9][CH3:10])[CH:6]=[CH:5][C:4]=1B(O)O.[CH3:14][C:15]1[CH:19]=[C:18]([CH3:20])[NH:17][N:16]=1.N1C=CC=CC=1.O.